Dataset: Catalyst prediction with 721,799 reactions and 888 catalyst types from USPTO. Task: Predict which catalyst facilitates the given reaction. (1) Reactant: [Cl:1][C:2]1[CH:7]=[CH:6][C:5]([C:8]2[N:12]([C:13]3[CH:18]=[CH:17][C:16]([Cl:19])=[CH:15][C:14]=3[Cl:20])[N:11]=[C:10]([C:21]([N:23]3[CH2:28][CH2:27][C:26]([C:30]4[CH:35]=[CH:34][CH:33]=[CH:32][CH:31]=4)([NH2:29])[CH2:25][CH2:24]3)=[O:22])[C:9]=2[CH3:36])=[CH:4][CH:3]=1.[C:37]([N:41]=[C:42]=[O:43])([CH3:40])([CH3:39])[CH3:38].C(N(CC)CC)C.O1CCCC1. Product: [C:37]([NH:41][C:42](=[O:43])[NH:29][C:26]1([C:30]2[CH:31]=[CH:32][CH:33]=[CH:34][CH:35]=2)[CH2:25][CH2:24][N:23]([C:21]([C:10]2[C:9]([CH3:36])=[C:8]([C:5]3[CH:6]=[CH:7][C:2]([Cl:1])=[CH:3][CH:4]=3)[N:12]([C:13]3[CH:18]=[CH:17][C:16]([Cl:19])=[CH:15][C:14]=3[Cl:20])[N:11]=2)=[O:22])[CH2:28][CH2:27]1)([CH3:40])([CH3:39])[CH3:38]. The catalyst class is: 4. (2) Reactant: [CH3:1][O:2][C:3]1[CH:4]=[C:5]([CH:19]=[CH:20][C:21]=1[O:22][CH3:23])[C:6]([NH:8][CH2:9][C:10]1[CH:11]=[C:12]([CH:16]=[CH:17][CH:18]=1)[C:13]([OH:15])=O)=[O:7].C(Cl)CCl.OC1C2N=NNC=2C=CC=1.CCN(C(C)C)C(C)C.[CH3:47][N:48]1[CH2:53][CH2:52][C:51]2[N:54]=[C:55]([NH2:57])[S:56][C:50]=2[CH2:49]1. Product: [CH3:1][O:2][C:3]1[CH:4]=[C:5]([CH:19]=[CH:20][C:21]=1[O:22][CH3:23])[C:6]([NH:8][CH2:9][C:10]1[CH:18]=[CH:17][CH:16]=[C:12]([C:13](=[O:15])[NH:57][C:55]2[S:56][C:50]3[CH2:49][N:48]([CH3:47])[CH2:53][CH2:52][C:51]=3[N:54]=2)[CH:11]=1)=[O:7]. The catalyst class is: 3.